From a dataset of CYP2C19 inhibition data for predicting drug metabolism from PubChem BioAssay. Regression/Classification. Given a drug SMILES string, predict its absorption, distribution, metabolism, or excretion properties. Task type varies by dataset: regression for continuous measurements (e.g., permeability, clearance, half-life) or binary classification for categorical outcomes (e.g., BBB penetration, CYP inhibition). Dataset: cyp2c19_veith. (1) The compound is Cc1c(NC(=O)C2CCN(S(=O)(=O)c3ccc(Cl)cc3)CC2)c(=O)n(-c2ccccc2)n1C. The result is 0 (non-inhibitor). (2) The drug is CC1(C)CC(=O)C2=C(C1)NC(=O)C21C(C(=O)OC(C)(C)C)=C(N)Oc2ccc(Br)cc21. The result is 1 (inhibitor).